This data is from Retrosynthesis with 50K atom-mapped reactions and 10 reaction types from USPTO. The task is: Predict the reactants needed to synthesize the given product. (1) Given the product CC(C)(C)c1noc(N2CCC(NC3CC3)CC2)n1, predict the reactants needed to synthesize it. The reactants are: CC(C)(C)c1noc(N2CCC(=O)CC2)n1.NC1CC1. (2) The reactants are: CCOC(=O)C1CCC(Nc2nccc(-c3cnc4c(C(C)(C)O)cccn34)n2)CC1. Given the product CC(C)(O)c1cccn2c(-c3ccnc(NC4CCC(C(=O)O)CC4)n3)cnc12, predict the reactants needed to synthesize it. (3) Given the product CC(=O)COc1cc(Cl)cc(Cl)c1, predict the reactants needed to synthesize it. The reactants are: CC(=O)CCl.Oc1cc(Cl)cc(Cl)c1. (4) Given the product C[C@H]1CN(CC(=O)Nc2cccc3ncccc23)CCN1S(=O)(=O)c1ccc(C#N)cc1, predict the reactants needed to synthesize it. The reactants are: C[C@H]1CN(CC(=O)Nc2cccc3ncccc23)CCN1.N#Cc1ccc(S(=O)(=O)Cl)cc1. (5) Given the product CCOC(=O)c1ccc(N)c(N)c1, predict the reactants needed to synthesize it. The reactants are: CCOC(=O)c1ccc([N+](=O)[O-])c(N)c1. (6) The reactants are: COC(=O)c1ccc(F)c(Br)n1.O=Cc1ccc(F)c(B(O)O)c1F. Given the product COC(=O)c1ccc(F)c(-c2c(F)ccc(C=O)c2F)n1, predict the reactants needed to synthesize it. (7) The reactants are: CN1CCN(c2ccc(CCN)cn2)CC1.O=C(O)c1ccc(-c2ccc(Cl)cc2)cc1[N+](=O)[O-]. Given the product CN1CCN(c2ccc(CCNC(=O)c3ccc(-c4ccc(Cl)cc4)cc3[N+](=O)[O-])cn2)CC1, predict the reactants needed to synthesize it. (8) The reactants are: CC(C)(C)OC(=O)OC(=O)OC(C)(C)C.N[C@@H]1CCN(C(=O)OCc2ccccc2)C[C@H]1O. Given the product CC(C)(C)OC(=O)N[C@@H]1CCN(C(=O)OCc2ccccc2)C[C@H]1O, predict the reactants needed to synthesize it. (9) Given the product COC(=O)[C@H](Cc1ccc(-c2ccc(C#N)cc2)cc1)NC(=O)[C@@H]1Cc2cc3c(cc2CN1S(=O)(=O)c1ccc(C)cc1OC)O[C@@H](c1ccc(OCc2ccc(Cl)c(Cl)c2)cc1)CO3, predict the reactants needed to synthesize it. The reactants are: COC(=O)[C@H](Cc1ccc(-c2ccc(C#N)cc2)cc1)NC(=O)[C@@H]1Cc2cc3c(cc2CN1)O[C@@H](c1ccc(OCc2ccc(Cl)c(Cl)c2)cc1)CO3.COc1cc(C)ccc1S(=O)(=O)Cl. (10) Given the product O=[N+]([O-])c1ccc(OCCN2CCOCC2)c(F)c1, predict the reactants needed to synthesize it. The reactants are: O=[N+]([O-])c1ccc(F)c(F)c1.OCCN1CCOCC1.